From a dataset of Full USPTO retrosynthesis dataset with 1.9M reactions from patents (1976-2016). Predict the reactants needed to synthesize the given product. (1) Given the product [C:18]([N:8]1[C@@H:7]([C:1]2[CH:2]=[CH:3][CH:4]=[CH:5][CH:6]=2)[CH2:11][O:10][C:9]1=[O:12])(=[O:22])/[CH:19]=[CH:20]/[CH3:21], predict the reactants needed to synthesize it. The reactants are: [C:1]1([C@H:7]2[CH2:11][O:10][C:9](=[O:12])[NH:8]2)[CH:6]=[CH:5][CH:4]=[CH:3][CH:2]=1.[Li]CCCC.[C:18](Cl)(=[O:22])/[CH:19]=[CH:20]/[CH3:21]. (2) The reactants are: C(OC([NH:8][C@H:9]1[CH2:13][CH2:12][CH2:11][C@@H:10]1[NH:14][CH2:15][C:16]([O:18][CH2:19][CH3:20])=[O:17])=O)(C)(C)C.Cl. Given the product [NH2:8][C@H:9]1[CH2:13][CH2:12][CH2:11][C@@H:10]1[NH:14][CH2:15][C:16]([O:18][CH2:19][CH3:20])=[O:17], predict the reactants needed to synthesize it. (3) The reactants are: [Cl:1][C:2]1[CH:10]=[CH:9][CH:8]=[CH:7][C:3]=1[C:4]([OH:6])=O.[Cl:11][C:12]1[CH:17]=[CH:16][C:15]([CH:18]([CH:21]2[CH2:26][CH2:25][O:24][CH2:23][CH2:22]2)[CH2:19][NH2:20])=[CH:14][CH:13]=1. Given the product [Cl:1][C:2]1[CH:10]=[CH:9][CH:8]=[CH:7][C:3]=1[C:4]([NH:20][CH2:19][CH:18]([C:15]1[CH:14]=[CH:13][C:12]([Cl:11])=[CH:17][CH:16]=1)[CH:21]1[CH2:22][CH2:23][O:24][CH2:25][CH2:26]1)=[O:6], predict the reactants needed to synthesize it. (4) Given the product [Br:1][C:2]1[CH:3]=[CH:4][C:12]2[C:11]3[C:6](=[CH:7][C:8]([Br:15])=[CH:9][CH:10]=3)[C:29]([CH2:30][CH2:25][OH:24])([CH2:28][CH2:27][OH:26])[C:13]=2[CH:14]=1, predict the reactants needed to synthesize it. The reactants are: [Br:1][C:2]1[CH:14]=[CH:13][C:12]2[C:11]3[C:6](=[CH:7][C:8]([Br:15])=[CH:9][CH:10]=3)C[C:4]=2[CH:3]=1.[OH-].[Na+].O1CCCCC1[O:24][CH:25]1[CH2:30][CH2:29][CH2:28][CH2:27][O:26]1.BrCCO. (5) The reactants are: C([N:8]([CH3:19])[C:9]1([C:16]([NH2:18])=[O:17])[CH2:12][N:11]([C:13]([O-:15])=[O:14])[CH2:10]1)C1C=CC=CC=1.[H][H]. Given the product [NH2:18][C:16]([C:9]1([NH:8][CH3:19])[CH2:10][N:11]([C:13]([O:15][C:9]([CH3:16])([CH3:12])[CH3:10])=[O:14])[CH2:12]1)=[O:17], predict the reactants needed to synthesize it. (6) Given the product [Cl:1][C:2]1[C:3](=[O:9])[N:4]([CH3:10])[CH:5]=[C:6]([I:8])[CH:7]=1, predict the reactants needed to synthesize it. The reactants are: [Cl:1][C:2]1[C:3]([OH:9])=[N:4][CH:5]=[C:6]([I:8])[CH:7]=1.[CH2:10](Cl)Cl.CO. (7) The reactants are: [Cl:1][C:2]1[CH:7]=[CH:6][C:5]([C:8]2[CH:13]=[CH:12][N:11]([CH2:14][CH2:15][C@@:16]([CH3:24])([S:20]([CH3:23])(=[O:22])=[O:21])[C:17](O)=[O:18])[C:10](=[O:25])[CH:9]=2)=[C:4]([F:26])[C:3]=1[F:27].CN1CCOCC1.ClC1N=C(OC)N=C(OC)N=1.[O:46]1[CH2:51][CH2:50][CH2:49][CH2:48][CH:47]1[O:52][NH2:53]. Given the product [Cl:1][C:2]1[CH:7]=[CH:6][C:5]([C:8]2[CH:13]=[CH:12][N:11]([CH2:14][CH2:15][C@@:16]([CH3:24])([S:20]([CH3:23])(=[O:21])=[O:22])[C:17]([NH:53][O:52][CH:47]3[CH2:48][CH2:49][CH2:50][CH2:51][O:46]3)=[O:18])[C:10](=[O:25])[CH:9]=2)=[C:4]([F:26])[C:3]=1[F:27], predict the reactants needed to synthesize it.